Dataset: Forward reaction prediction with 1.9M reactions from USPTO patents (1976-2016). Task: Predict the product of the given reaction. (1) Given the reactants [Cl:1][C:2]1[C:3]([O:37][CH3:38])=[CH:4][CH:5]=[C:6]2[C:11]=1[N:10]=[C:9]([C:12]1[S:13][CH:14]=[C:15]([CH:17]([CH3:19])[CH3:18])[N:16]=1)[CH:8]=[C:7]2[O:20][C@@H:21]1[CH2:25][N:24]([C:26]([O:28][C:29]([CH3:32])([CH3:31])[CH3:30])=[O:27])[C@H:23]([C:33]([O:35]C)=[O:34])[CH2:22]1.O.[OH-].[Li+].Cl, predict the reaction product. The product is: [C:29]([O:28][C:26]([N:24]1[CH2:25][C@@H:21]([O:20][C:7]2[C:6]3[C:11](=[C:2]([Cl:1])[C:3]([O:37][CH3:38])=[CH:4][CH:5]=3)[N:10]=[C:9]([C:12]3[S:13][CH:14]=[C:15]([CH:17]([CH3:18])[CH3:19])[N:16]=3)[CH:8]=2)[CH2:22][C@H:23]1[C:33]([OH:35])=[O:34])=[O:27])([CH3:30])([CH3:32])[CH3:31]. (2) Given the reactants Cl.[CH:2]1([NH:6][C:7]([C:9]2[CH:18]=[CH:17][C:16]3[CH2:15][N:14]([CH2:19][C:20]([OH:22])=O)[CH2:13][CH2:12][C:11]=3[N:10]=2)=[O:8])[CH2:5][CH2:4][CH2:3]1.[CH:23]1([N:27]2[CH2:32][CH2:31][NH:30][CH2:29][CH2:28]2)[CH2:26][CH2:25][CH2:24]1.F[P-](F)(F)(F)(F)F.N1(O[P+](N(C)C)(N(C)C)N(C)C)C2C=CC=CC=2N=N1, predict the reaction product. The product is: [CH:2]1([NH:6][C:7]([C:9]2[CH:18]=[CH:17][C:16]3[CH2:15][N:14]([CH2:19][C:20]([N:30]4[CH2:31][CH2:32][N:27]([CH:23]5[CH2:26][CH2:25][CH2:24]5)[CH2:28][CH2:29]4)=[O:22])[CH2:13][CH2:12][C:11]=3[N:10]=2)=[O:8])[CH2:3][CH2:4][CH2:5]1. (3) Given the reactants C1(C2N=C(C3C4CCCCC=4SC=3NC(N3CCC[C@@H]3C(O)=O)=O)ON=2)CC1.[O:29]1[CH2:34][CH2:33][C:32](=O)[CH2:31][CH2:30]1.[F:36][C:37]([F:47])([F:46])[C:38]1[N:42]=[C:41]([CH2:43][C:44]#[N:45])[O:40][N:39]=1, predict the reaction product. The product is: [O:29]1[CH2:34][CH2:33][C:32](=[C:43]([C:41]2[O:40][N:39]=[C:38]([C:37]([F:46])([F:36])[F:47])[N:42]=2)[C:44]#[N:45])[CH2:31][CH2:30]1. (4) Given the reactants [Br:1][C:2]1[CH:3]=[C:4]([CH:9]=[C:10](/[CH:13]=[CH:14]/[CH2:15][O:16][CH3:17])[C:11]=1[CH3:12])[C:5](OC)=[O:6].CC(C[AlH]CC(C)C)C.CC(OI1(OC(C)=O)(OC(C)=O)OC(=O)C2C=CC=CC1=2)=O.C(=O)(O)[O-].[Na+], predict the reaction product. The product is: [Br:1][C:2]1[CH:3]=[C:4]([CH:9]=[C:10](/[CH:13]=[CH:14]/[CH2:15][O:16][CH3:17])[C:11]=1[CH3:12])[CH:5]=[O:6]. (5) Given the reactants [CH:1]1([C:4]2[CH:5]=[CH:6][C:7]([C:18]([OH:20])=O)=[N:8][C:9]=2[CH2:10][C:11]2[CH:16]=[CH:15][C:14]([F:17])=[CH:13][CH:12]=2)[CH2:3][CH2:2]1.Cl.[NH2:22][C@@H:23]([CH2:27][CH:28]1[CH2:30][CH2:29]1)[C:24]([NH2:26])=[O:25], predict the reaction product. The product is: [C:24]([C@@H:23]([NH:22][C:18]([C:7]1[CH:6]=[CH:5][C:4]([CH:1]2[CH2:2][CH2:3]2)=[C:9]([CH2:10][C:11]2[CH:12]=[CH:13][C:14]([F:17])=[CH:15][CH:16]=2)[N:8]=1)=[O:20])[CH2:27][CH:28]1[CH2:30][CH2:29]1)(=[O:25])[NH2:26]. (6) Given the reactants [CH3:1][O:2][C:3](=[O:15])[C:4]1[C:5](=[C:10](I)[CH:11]=[CH:12][CH:13]=1)[C:6]([O:8][CH3:9])=[O:7].[CH3:16][O:17][C:18]1[CH:23]=[C:22]([O:24][CH2:25][CH2:26][N:27]2[CH2:31][CH2:30][CH2:29][CH2:28]2)[CH:21]=[CH:20][C:19]=1[NH2:32].C1C=CC(P(C2C(C3C(P(C4C=CC=CC=4)C4C=CC=CC=4)=CC=C4C=3C=CC=C4)=C3C(C=CC=C3)=CC=2)C2C=CC=CC=2)=CC=1.C(=O)([O-])[O-].[Cs+].[Cs+], predict the reaction product. The product is: [CH3:1][O:2][C:3](=[O:15])[C:4]1[C:5](=[C:10]([NH:32][C:19]2[CH:20]=[CH:21][C:22]([O:24][CH2:25][CH2:26][N:27]3[CH2:31][CH2:30][CH2:29][CH2:28]3)=[CH:23][C:18]=2[O:17][CH3:16])[CH:11]=[CH:12][CH:13]=1)[C:6]([O:8][CH3:9])=[O:7]. (7) Given the reactants C(OC([N:8]1[CH2:12][CH:11]([N:13]([CH2:22][C:23]2[CH:28]=[CH:27][C:26]([F:29])=[CH:25][C:24]=2[F:30])[C:14]([O:16][CH2:17][C:18]([Cl:21])([Cl:20])[Cl:19])=[O:15])[CH2:10][CH:9]1[C:31]([N:33]1[CH2:38][CH2:37][N:36]([C:39]2[CH:44]=[CH:43][CH:42]=[CH:41][C:40]=2[C:45]#[N:46])[CH2:35][CH2:34]1)=[O:32])=O)(C)(C)C.C(O)(C(F)(F)F)=O, predict the reaction product. The product is: [Cl:21][C:18]([Cl:19])([Cl:20])[CH2:17][O:16][C:14](=[O:15])[N:13]([CH:11]1[CH2:10][CH:9]([C:31]([N:33]2[CH2:38][CH2:37][N:36]([C:39]3[CH:44]=[CH:43][CH:42]=[CH:41][C:40]=3[C:45]#[N:46])[CH2:35][CH2:34]2)=[O:32])[NH:8][CH2:12]1)[CH2:22][C:23]1[CH:28]=[CH:27][C:26]([F:29])=[CH:25][C:24]=1[F:30].